From a dataset of Forward reaction prediction with 1.9M reactions from USPTO patents (1976-2016). Predict the product of the given reaction. (1) Given the reactants [C:1]([O:5][C:6]([N:8]1[CH2:13][CH2:12][CH:11]([CH2:14][CH2:15][O:16][CH2:17][C:18]2[CH:23]=[CH:22][N:21]=[C:20]([C:24]#[N:25])[CH:19]=2)[CH2:10][CH2:9]1)=[O:7])([CH3:4])([CH3:3])[CH3:2].C[Mg]Cl.CC[O:31]C(C)=O, predict the reaction product. The product is: [C:1]([O:5][C:6]([N:8]1[CH2:9][CH2:10][CH:11]([CH2:14][CH2:15][O:16][CH2:17][C:18]2[CH:23]=[CH:22][N:21]=[C:20]([C:24](=[O:31])[NH2:25])[CH:19]=2)[CH2:12][CH2:13]1)=[O:7])([CH3:4])([CH3:2])[CH3:3]. (2) The product is: [Si:14]([O:1][CH2:2][C@H:3]1[CH2:7][CH2:6][C@H:5]([OH:8])[CH2:4]1)([C:17]([CH3:20])([CH3:19])[CH3:18])([CH3:16])[CH3:15]. Given the reactants [OH:1][CH2:2][C@H:3]1[CH2:7][CH2:6][C@H:5]([OH:8])[CH2:4]1.N1C=CN=C1.[Si:14](Cl)([C:17]([CH3:20])([CH3:19])[CH3:18])([CH3:16])[CH3:15], predict the reaction product. (3) Given the reactants [Cl:1][C:2]1[C:10]2[N:9]=[C:8]3[N:11]([C:16]4[CH:21]=[CH:20][C:19]([S:22][CH3:23])=[CH:18][C:17]=4[CH3:24])[CH2:12][CH2:13][CH2:14][CH2:15][N:7]3[C:6]=2[C:5]([CH:25]([CH2:28][CH3:29])[CH2:26][CH3:27])=[CH:4][CH:3]=1.ClC1C=CC=C(C(OO)=[O:38])C=1.C(=O)([O-])O.[Na+], predict the reaction product. The product is: [Cl:1][C:2]1[C:10]2[N:9]=[C:8]3[N:11]([C:16]4[CH:21]=[CH:20][C:19]([S:22]([CH3:23])=[O:38])=[CH:18][C:17]=4[CH3:24])[CH2:12][CH2:13][CH2:14][CH2:15][N:7]3[C:6]=2[C:5]([CH:25]([CH2:28][CH3:29])[CH2:26][CH3:27])=[CH:4][CH:3]=1. (4) Given the reactants [C:1]([C:3]1[CH:4]=[C:5]([CH:27]=[CH:28][C:29]=1[CH3:30])[C:6]([NH:8][C:9]1[CH:14]=[CH:13][C:12]([CH2:15][N:16]2[CH2:21][CH2:20][N:19]([CH3:22])[CH2:18][CH2:17]2)=[C:11]([C:23]([F:26])([F:25])[F:24])[CH:10]=1)=[O:7])#[CH:2].[C:31]([NH:34][C:35]1[N:44]=[CH:43][C:42]2[C:37](=[CH:38][C:39](Br)=[CH:40][C:41]=2[F:45])[N:36]=1)(=[O:33])[CH3:32], predict the reaction product. The product is: [F:45][C:41]1[CH:40]=[C:39]([C:2]#[C:1][C:3]2[CH:4]=[C:5]([CH:27]=[CH:28][C:29]=2[CH3:30])[C:6]([NH:8][C:9]2[CH:14]=[CH:13][C:12]([CH2:15][N:16]3[CH2:17][CH2:18][N:19]([CH3:22])[CH2:20][CH2:21]3)=[C:11]([C:23]([F:25])([F:24])[F:26])[CH:10]=2)=[O:7])[CH:38]=[C:37]2[C:42]=1[CH:43]=[N:44][C:35]([NH:34][C:31](=[O:33])[CH3:32])=[N:36]2. (5) Given the reactants [CH3:1][C:2]1([CH3:14])[C:6]([CH3:8])([CH3:7])[O:5][B:4]([C:9]2[CH:10]=[N:11][NH:12][CH:13]=2)[O:3]1.[CH3:15][C:16]([O:19][C:20](O[C:20]([O:19][C:16]([CH3:18])([CH3:17])[CH3:15])=[O:21])=[O:21])([CH3:18])[CH3:17].C(N(CC)CC)C.C(OCC)(=O)C, predict the reaction product. The product is: [CH3:1][C:2]1([CH3:14])[C:6]([CH3:7])([CH3:8])[O:5][B:4]([C:9]2[CH:13]=[N:12][N:11]([C:20]([O:19][C:16]([CH3:18])([CH3:17])[CH3:15])=[O:21])[CH:10]=2)[O:3]1. (6) The product is: [CH3:44][O:43][C:34](=[O:42])[C:35]1[CH:41]=[CH:40][CH:39]=[CH:38][C:36]=1[O:37][CH2:46][CH2:47][N:48]1[CH2:52][CH2:51][CH2:50][CH2:49]1. Given the reactants C1(P(C2C=CC=CC=2)C2C=CC=CC=2)C=CC=CC=1.CC(OC(/N=N/C(OC(C)C)=O)=O)C.[C:34]([O:43][CH3:44])(=[O:42])[C:35]1[C:36](=[CH:38][CH:39]=[CH:40][CH:41]=1)[OH:37].O[CH2:46][CH2:47][N:48]1[CH2:52][CH2:51][CH2:50][CH2:49]1, predict the reaction product. (7) Given the reactants [CH2:1]([O:3][C:4]([C:6]1[O:7][C:8]2[C:13]([C:14](=[O:16])[CH:15]=1)=[CH:12][C:11]([O:17][CH3:18])=[CH:10][C:9]=2Br)=[O:5])[CH3:2].[CH:20]([N:23]1[CH2:28][CH2:27][NH:26][CH2:25][CH2:24]1)([CH3:22])[CH3:21], predict the reaction product. The product is: [CH2:1]([O:3][C:4]([C:6]1[O:7][C:8]2[C:13]([C:14](=[O:16])[CH:15]=1)=[CH:12][C:11]([O:17][CH3:18])=[CH:10][C:9]=2[N:26]1[CH2:27][CH2:28][N:23]([CH:20]([CH3:22])[CH3:21])[CH2:24][CH2:25]1)=[O:5])[CH3:2]. (8) The product is: [CH3:16][O:17][C:18]1[CH:19]=[CH:20][C:21]([CH2:22][NH:23][C:24]2[C:29]([N+:30]([O-:32])=[O:31])=[CH:28][N:27]=[C:26]([NH:1][C:2]3[N:3]=[CH:4][C:5]([C:8]#[N:9])=[N:6][CH:7]=3)[CH:25]=2)=[CH:34][CH:35]=1. Given the reactants [NH2:1][C:2]1[CH:7]=[N:6][C:5]([C:8]#[N:9])=[CH:4][N:3]=1.CC(C)([O-])C.[Na+].[CH3:16][O:17][C:18]1[CH:35]=[CH:34][C:21]([CH2:22][NH:23][C:24]2[C:29]([N+:30]([O-:32])=[O:31])=[CH:28][N:27]=[C:26](Br)[CH:25]=2)=[CH:20][CH:19]=1.CC1C=CC(S(O)(=O)=O)=CC=1, predict the reaction product.